From a dataset of Forward reaction prediction with 1.9M reactions from USPTO patents (1976-2016). Predict the product of the given reaction. Given the reactants [C:1]1([NH2:8])[CH:6]=[CH:5][CH:4]=[CH:3][C:2]=1[NH2:7].[CH3:9][C:10]1[N:11]=[CH:12][S:13][C:14]=1[C:15](O)=O, predict the reaction product. The product is: [NH:7]1[C:2]2[CH:3]=[CH:4][CH:5]=[CH:6][C:1]=2[N:8]=[C:15]1[C:14]1[S:13][CH:12]=[N:11][C:10]=1[CH3:9].